From a dataset of Catalyst prediction with 721,799 reactions and 888 catalyst types from USPTO. Predict which catalyst facilitates the given reaction. (1) Reactant: [N:1]1([CH2:6][CH2:7][NH:8][C:9]2[N:14]=[C:13]([C:15]3[S:19][C:18]4[C:20]([C:24]5[CH:29]=[C:28]([Cl:30])[N:27]=[CH:26][C:25]=5[CH:31]([N:33](C)[C:34](=O)OC(C)(C)C)[CH3:32])=[CH:21][CH:22]=[CH:23][C:17]=4[CH:16]=3)[CH:12]=[CH:11][N:10]=2)[CH:5]=[CH:4][N:3]=[N:2]1.C(O)(C(F)(F)F)=O. Product: [N:1]1([CH2:6][CH2:7][NH:8][C:9]2[N:14]=[C:13]([C:15]3[S:19][C:18]4[C:20]([C:24]5[C:25]([CH:31]([NH:33][CH3:34])[CH3:32])=[CH:26][N:27]=[C:28]([Cl:30])[CH:29]=5)=[CH:21][CH:22]=[CH:23][C:17]=4[CH:16]=3)[CH:12]=[CH:11][N:10]=2)[CH:5]=[CH:4][N:3]=[N:2]1. The catalyst class is: 2. (2) Reactant: [Br:1][C:2]1[CH:3]=[C:4]2[CH:10]=[CH:9][NH:8][C:5]2=[N:6][CH:7]=1.[F:11][C:12]1[C:17]([CH:18]=[O:19])=[C:16]([F:20])[CH:15]=[CH:14][C:13]=1[NH:21][S:22]([CH2:25][CH:26]([CH3:28])[CH3:27])(=[O:24])=[O:23].[OH-].[K+].[Cl-].[Na+]. Product: [Br:1][C:2]1[CH:3]=[C:4]2[C:10]([CH:18]([OH:19])[C:17]3[C:12]([F:11])=[C:13]([NH:21][S:22]([CH2:25][CH:26]([CH3:27])[CH3:28])(=[O:24])=[O:23])[CH:14]=[CH:15][C:16]=3[F:20])=[CH:9][NH:8][C:5]2=[N:6][CH:7]=1. The catalyst class is: 370.